Dataset: Experimentally validated miRNA-target interactions with 360,000+ pairs, plus equal number of negative samples. Task: Binary Classification. Given a miRNA mature sequence and a target amino acid sequence, predict their likelihood of interaction. (1) The miRNA is hsa-miR-4790-3p with sequence UGAAUGGUAAAGCGAUGUCACA. The protein sequence of the target gene is MSKPSDHIKRPMNAFMVWSRGQRRKMAQENPKMHNSEISKRLGAEWKLLSEAEKRPYIDEAKRLRAQHMKEHPDYKYRPRRKPKNLLKKDRYVFPLPYLGDTDPLKAAGLPVGASDGLLSAPEKARAFLPPASAPYSLLDPAQFSSSAIQKMGEVPHTLATSALPYASTLGYQNGAFGSLSCPSQHTHTHPSPTNPGYVVPCNCTAWSASTLQPPVAYILFPGMTKTGIDPYSSAHATAM. Result: 0 (no interaction). (2) The miRNA is hsa-miR-4755-5p with sequence UUUCCCUUCAGAGCCUGGCUUU. The protein sequence of the target gene is MFSFNMFDHPIPRVFQNRFSTQYRCFSVSMLAGPNDRSDVEKGGKIIMPPSALDQLSRLNITYPMLFKLTNKNSDRMTHCGVLEFVADEGICYLPHWMMQNLLLEEGGLVQVESVNLQVATYSKFQPQSPDFLDITNPKAVLENALRNFACLTTGDVIAINYNEKIYELRVMETKPDKAVSIIECDMNVDFDAPLGYKEPERQVQHEESTEGEADHSGYAGELGFRAFSGSGNRLDGKKKGVEPSPSPIKPGDIKRGIPNYEFKLGKITFIRNSRPLVKKVEEDEAGGRFVAFSGEGQSL.... Result: 1 (interaction). (3) The miRNA is mmu-miR-764-3p with sequence AGGAGGCCAUAGUGGCAACUGU. The protein sequence of the target gene is MAAATADPGAGNPQPGDSSGGGAGGGLPSPGEQELSRRLQRLYPAVNQQETPLPRSWSPKDKYNYIGLSQGNLRVHYKGHGKNHKDAASVRATHPIPAACGIYYFEVKIVSKGRDGYMGIGLSAQGVNMNRLPGWDKHSYGYHGDDGHSFCSSGTGQPYGPTFTTGDVIGCCVNLINGTCFYTKNGHSLGIAFTDLPANLYPTVGLQTPGEIVDANFGQQPFLFDIEDYMREWRAKVQGTVHCFPISARLGEWQAVLQNMVSSYLVHHGYCATATAFARMTETPIQEEQASIKNRQKIQK.... Result: 0 (no interaction). (4) The miRNA is hsa-miR-6753-5p with sequence CACCAGGGCAGAGCAGGGCUGA. The protein sequence of the target gene is MAHTFRGCSLAFMFIITWLLIKAKIDACKRGDVTVKPSHVILLGSTVNITCSLKPRQGCFHYSRRNKLILYKFDRRINFHHGHSLNSQVTGLPLGTTLFVCKLACINSDEIQICGAEIFVGVAPEQPQNLSCIQKGEQGTVACTWERGRDTHLYTEYTLQLSGPKNLTWQKQCKDIYCDYLDFGINLTPESPESNFTAKVTAVNSLGSSSSLPSTFTFLDIVRPLPPWDIRIKFQKASVSRCTLYWRDEGLVLLNRLRYRPSNSRLWNMVNVTKAKGRHDLLDLKPFTEYEFQISSKLHL.... Result: 0 (no interaction). (5) The miRNA is hsa-miR-6756-3p with sequence UCCCCUUCCUCCCUGCCCAG. The protein sequence of the target gene is MAALLRPARWLLGAAAAPRLPLSLRLPAGVPGRLSSVVRVAAVGSRPAAGERLSQARLYAIVAEKRDLQEEPAPVRKNSSQFDWALMRLDNSVRRTGRITKGLLQRVFESTCSSGSPGSNQALLLLRSCGSLLPELSLAERTEFAHKIWDKLQQLGVVYDVSHYNALLKVYLQNEYKFSPTDFLAKMEGANIQPNRVTYQRLIAAYCNVGDIEGASKILGFMKTKDLPITEAVFSALVTGHARAGDMENAENILTVMKQAGIEPGPDTYLALLNAHAERGDIGQVRQILEKVEKSDHYFM.... Result: 0 (no interaction). (6) The miRNA is hsa-miR-7703 with sequence UUGCACUCUGGCCUUCUCCCAGG. The protein sequence of the target gene is MAKCRVRVSTGEACGAGTWDKVSVSIVGTHGESPLVPLDHLGKEFSAGAEEDFEVTLPQDVGTVLMLRVHKAPPEVSLPLMSFRSDAWFCRWFELEWLPGAALHFPCYQWLEGAGELVLREGAAKVSWQDHHPTLQDQRQKELESRQKMYSWKTYIEGWPRCLDHETVKDLDLNIKYSAMKNAKLFFKAHSAYTELKVKGLLDRTGLWRSLREMRRLFNFRKTPAAEYVFAHWQEDAFFASQFLNGINPVLIRRCHSLPNNFPVTDEMVAPVLGPGTSLQAELEKGSLFLVDHGILSGVH.... Result: 0 (no interaction). (7) The miRNA is mmu-miR-3102-5p with sequence GUGAGUGGCCAGGGUGGGGCUG. The protein sequence of the target gene is MEWNGLKMIISTMEPQVSNGPTSNTSNGPSSNNRNCPSPMQTGATTDDSKTNLIVNYLPQNMTQEEFRSLFGSIGEIESCKLVRDKITGQSLGYGFVNYIDPKDAEKAINTLNGLRLQTKTIKVSYARPSSASIRDANLYVSGLPKTMTQKELEQLFSQYGRIITSRILVDQVTGVSRGVGFIRFDKRIEAEEAIKGLNGQKPSGATEPITVKFANNPSQKSSQALLSQLYQSPNRRYPGPLHHQAQRFRLDNLLNMAYGVKRLMSGPVPPSACPPRFSPITIDGMTSLVGMNIPGHTGT.... Result: 0 (no interaction).